Dataset: Catalyst prediction with 721,799 reactions and 888 catalyst types from USPTO. Task: Predict which catalyst facilitates the given reaction. (1) Reactant: Cl[C:2]1[N:7]=[CH:6][C:5]([C:8]2[CH:13]=[CH:12][C:11]([F:14])=[CH:10][CH:9]=2)=[CH:4][N:3]=1.[NH3:15]. Product: [F:14][C:11]1[CH:12]=[CH:13][C:8]([C:5]2[CH:4]=[N:3][C:2]([NH2:15])=[N:7][CH:6]=2)=[CH:9][CH:10]=1. The catalyst class is: 5. (2) Reactant: [CH3:1][C@H:2]1[C:7](=[O:8])[CH:6]([C:9]([O:11][CH2:12][CH3:13])=[O:10])[CH2:5][CH2:4][N:3]1[C:14]([O:16][CH2:17][CH:18]=[CH2:19])=[O:15].C(O)(=O)C.C([BH3-])#N.[Na+]. Product: [OH:8][CH:7]1[CH:6]([C:9]([O:11][CH2:12][CH3:13])=[O:10])[CH2:5][CH2:4][N:3]([C:14]([O:16][CH2:17][CH:18]=[CH2:19])=[O:15])[C@H:2]1[CH3:1]. The catalyst class is: 5. (3) Reactant: [Cl:1][C:2]1[CH:13]=[CH:12][C:5]2[C:6](=[O:11])OC(=O)[O:9][C:4]=2[CH:3]=1.[C:14]1([NH2:21])[CH:19]=[CH:18][CH:17]=[C:16]([NH2:20])[CH:15]=1. Product: [NH2:20][C:16]1[CH:15]=[C:14]([NH:21][C:6](=[O:11])[C:5]2[CH:12]=[CH:13][C:2]([Cl:1])=[CH:3][C:4]=2[OH:9])[CH:19]=[CH:18][CH:17]=1. The catalyst class is: 37. (4) Reactant: C([O:8][C:9]1[C:25]([O:26][CH2:27]C2C=CC=CC=2)=[CH:24][CH:23]=[CH:22][C:10]=1[C:11]([NH:13][CH2:14][C:15]1[CH:20]=[CH:19][C:18]([F:21])=[CH:17][CH:16]=1)=[O:12])C1C=CC=CC=1.Cl. Product: [F:21][C:18]1[CH:19]=[CH:20][C:15]([CH2:14][NH:13][C:11](=[O:12])[C:10]2[CH:22]=[CH:23][CH:24]=[C:25]([O:26][CH3:27])[C:9]=2[OH:8])=[CH:16][CH:17]=1. The catalyst class is: 52.